From a dataset of Forward reaction prediction with 1.9M reactions from USPTO patents (1976-2016). Predict the product of the given reaction. (1) Given the reactants [CH:1]([C:3]1[N:4]=[C:5]([CH:8]2[CH2:13][CH2:12][N:11]([C:14]([O:16][C:17]([CH3:20])([CH3:19])[CH3:18])=[O:15])[CH2:10][CH2:9]2)[S:6][CH:7]=1)=O.[C:21](=O)([O-])[O-].[K+].[K+].[N+](=C(P(=O)(OC)OC)C(=O)C)=[N-], predict the reaction product. The product is: [C:1]([C:3]1[N:4]=[C:5]([CH:8]2[CH2:13][CH2:12][N:11]([C:14]([O:16][C:17]([CH3:20])([CH3:19])[CH3:18])=[O:15])[CH2:10][CH2:9]2)[S:6][CH:7]=1)#[CH:21]. (2) Given the reactants [NH2:1][C:2]1[CH:7]=[CH:6][C:5]([CH3:8])=[CH:4][N:3]=1.BrNC(=O)CCC(N)=O.NC1C(Br)=CC(C)=CN=1.[C:27]1(B(O)O)[CH:32]=[CH:31][CH:30]=[CH:29][CH:28]=1.C(=O)([O-])[O-].[K+].[K+], predict the reaction product. The product is: [NH2:1][C:2]1[C:7]([C:27]2[CH:32]=[CH:31][CH:30]=[CH:29][CH:28]=2)=[CH:6][C:5]([CH3:8])=[CH:4][N:3]=1. (3) Given the reactants [CH3:1][O:2][C:3]1[CH:8]=[CH:7][CH:6]=[CH:5][C:4]=1/[CH:9]=[CH:10]/[CH2:11][CH2:12][C:13]([O:15][CH2:16][CH3:17])=[O:14].[H][H], predict the reaction product. The product is: [CH3:1][O:2][C:3]1[CH:8]=[CH:7][CH:6]=[CH:5][C:4]=1[CH2:9][CH2:10][CH2:11][CH2:12][C:13]([O:15][CH2:16][CH3:17])=[O:14].